From a dataset of Forward reaction prediction with 1.9M reactions from USPTO patents (1976-2016). Predict the product of the given reaction. (1) Given the reactants [NH2:1][C@H:2]1[CH2:7][CH2:6][CH2:5][N:4]([C:8]2[C:16]([F:17])=[CH:15][C:14]([C:18]([NH2:20])=[O:19])=[C:13]3[C:9]=2[C:10]([CH3:22])=[C:11]([CH3:21])[NH:12]3)[CH2:3]1.[C:23](O)(=[O:27])[C:24]#[C:25][CH3:26].CN(C(ON1N=NC2C=CC=NC1=2)=[N+](C)C)C.F[P-](F)(F)(F)(F)F.CCN(C(C)C)C(C)C, predict the reaction product. The product is: [C:23]([NH:1][C@H:2]1[CH2:7][CH2:6][CH2:5][N:4]([C:8]2[C:16]([F:17])=[CH:15][C:14]([C:18]([NH2:20])=[O:19])=[C:13]3[C:9]=2[C:10]([CH3:22])=[C:11]([CH3:21])[NH:12]3)[CH2:3]1)(=[O:27])[C:24]#[C:25][CH3:26]. (2) Given the reactants Cl[CH2:2][C:3]([NH:5][C:6]1[CH:7]=[C:8]([CH:25]=[CH:26][C:27]=1[O:28][C:29]([F:32])([F:31])[F:30])[C:9]([NH:11][C:12]1[CH:13]=[N:14][C:15]([C:18]2[CH:23]=[CH:22][CH:21]=[CH:20][C:19]=2[F:24])=[CH:16][CH:17]=1)=[O:10])=[O:4].[I-].[K+].C(N(C(C)C)C(C)C)C.Cl.Cl.[CH3:46][N:47]1[CH2:52][CH2:51][NH:50][C@H:49]([CH3:53])[CH2:48]1, predict the reaction product. The product is: [CH3:53][C@@H:49]1[CH2:48][N:47]([CH3:46])[CH2:52][CH2:51][N:50]1[CH2:2][C:3]([NH:5][C:6]1[CH:7]=[C:8]([CH:25]=[CH:26][C:27]=1[O:28][C:29]([F:32])([F:31])[F:30])[C:9]([NH:11][C:12]1[CH:13]=[N:14][C:15]([C:18]2[CH:23]=[CH:22][CH:21]=[CH:20][C:19]=2[F:24])=[CH:16][CH:17]=1)=[O:10])=[O:4].